This data is from Peptide-MHC class II binding affinity with 134,281 pairs from IEDB. The task is: Regression. Given a peptide amino acid sequence and an MHC pseudo amino acid sequence, predict their binding affinity value. This is MHC class II binding data. The peptide sequence is MHMTRKFKFVLNVSY. The MHC is DRB1_0101 with pseudo-sequence DRB1_0101. The binding affinity (normalized) is 0.833.